This data is from Forward reaction prediction with 1.9M reactions from USPTO patents (1976-2016). The task is: Predict the product of the given reaction. (1) Given the reactants [C:1]1([C@@H:7]2[CH2:11][O:10][C:9](=[S:12])[N:8]2[CH:13]2[CH2:18][CH2:17][NH:16][CH2:15][CH2:14]2)[CH:6]=[CH:5][CH:4]=[CH:3][CH:2]=1.[CH:19]1([NH:22][C:23](=[O:39])[C:24]2[CH:29]=[CH:28][C:27]([O:30][C:31]3[CH:36]=[CH:35][C:34]([CH:37]=O)=[CH:33][N:32]=3)=[CH:26][CH:25]=2)[CH2:21][CH2:20]1, predict the reaction product. The product is: [CH:19]1([NH:22][C:23](=[O:39])[C:24]2[CH:25]=[CH:26][C:27]([O:30][C:31]3[CH:36]=[CH:35][C:34]([CH2:37][N:16]4[CH2:17][CH2:18][CH:13]([N:8]5[C@H:7]([C:1]6[CH:2]=[CH:3][CH:4]=[CH:5][CH:6]=6)[CH2:11][O:10][C:9]5=[S:12])[CH2:14][CH2:15]4)=[CH:33][N:32]=3)=[CH:28][CH:29]=2)[CH2:21][CH2:20]1. (2) The product is: [Br:1][C:2]1[C:3](=[O:28])[N:4]([CH2:19][C:20]2[CH:21]=[CH:22][C:23]([C:24]([NH2:25])=[O:35])=[CH:26][CH:27]=2)[C:5]([CH3:18])=[CH:6][C:7]=1[O:8][CH2:9][C:10]1[CH:15]=[CH:14][C:13]([F:16])=[CH:12][C:11]=1[F:17]. Given the reactants [Br:1][C:2]1[C:3](=[O:28])[N:4]([CH2:19][C:20]2[CH:27]=[CH:26][C:23]([C:24]#[N:25])=[CH:22][CH:21]=2)[C:5]([CH3:18])=[CH:6][C:7]=1[O:8][CH2:9][C:10]1[CH:15]=[CH:14][C:13]([F:16])=[CH:12][C:11]=1[F:17].[F-].[K+].C([OH:35])(C)(C)C, predict the reaction product. (3) Given the reactants COC1C=CC(C[O:8][C@@H:9]2[C@@H:17]([C@@H:18]([O:20][CH3:21])[CH3:19])[O:16][C@H:15]3[C@H:11]([N:12]=[C:13]([N:22]([CH3:24])[CH3:23])[S:14]3)[C@H:10]2[O:25]CC2C=CC(OC)=CC=2)=CC=1.FC(F)(F)C(O)=O.CO.[NH4+].[OH-], predict the reaction product. The product is: [CH3:24][N:22]([CH3:23])[C:13]1[S:14][C@H:15]2[O:16][C@H:17]([C@H:18]([O:20][CH3:21])[CH3:19])[C@@H:9]([OH:8])[C@H:10]([OH:25])[C@H:11]2[N:12]=1. (4) Given the reactants [CH3:1][N:2]([CH3:32])[C:3]([C:5]1[N:26]([CH:27]2[CH2:31][CH2:30][CH2:29][CH2:28]2)[C:8]2[N:9]=[C:10]([NH:13][C:14]3[CH:19]=[CH:18][C:17]([N:20]4[CH2:25][CH2:24][NH:23][CH2:22][CH2:21]4)=[CH:16][N:15]=3)[N:11]=[CH:12][C:7]=2[CH:6]=1)=[O:4].Br[CH2:34][CH:35]1[CH2:40][CH2:39][CH2:38][CH2:37][CH2:36]1, predict the reaction product. The product is: [CH3:1][N:2]([CH3:32])[C:3]([C:5]1[N:26]([CH:27]2[CH2:31][CH2:30][CH2:29][CH2:28]2)[C:8]2[N:9]=[C:10]([NH:13][C:14]3[CH:19]=[CH:18][C:17]([N:20]4[CH2:21][CH2:22][N:23]([CH2:34][CH:35]5[CH2:40][CH2:39][CH2:38][CH2:37][CH2:36]5)[CH2:24][CH2:25]4)=[CH:16][N:15]=3)[N:11]=[CH:12][C:7]=2[CH:6]=1)=[O:4]. (5) Given the reactants ClC1C(F)=CC(F)=C(C=1)C(NS(C)(=O)=O)=O.[Cl:17][C:18]1[C:19](F)=[CH:20][C:21]([F:33])=[C:22]([CH:32]=1)[C:23]([NH:25][S:26](=[O:31])(=[O:30])[N:27]([CH3:29])[CH3:28])=[O:24].C12(CO)CC3CC(CC(C3)C1)C2.[Cl:47][C:48]12[CH2:57][CH:52]3[CH2:53][CH:54]([CH2:56][C:50]([CH2:58][OH:59])([CH2:51]3)[CH2:49]1)[CH2:55]2, predict the reaction product. The product is: [Cl:17][C:18]1[C:19]([O:59][CH2:58][C:50]23[CH2:51][CH:52]4[CH2:53][CH:54]([CH2:55][C:48]([Cl:47])([CH2:57]4)[CH2:49]2)[CH2:56]3)=[CH:20][C:21]([F:33])=[C:22]([CH:32]=1)[C:23]([NH:25][S:26](=[O:31])(=[O:30])[N:27]([CH3:29])[CH3:28])=[O:24]. (6) Given the reactants [F:1][C:2]1[CH:7]=[CH:6][C:5](OS(C(F)(F)F)(=O)=O)=[C:4]([S:16]([N:19]2[CH2:24][CH2:23][O:22][CH2:21][CH2:20]2)(=[O:18])=[O:17])[CH:3]=1.[C:25]([O:29][CH3:30])(=[O:28])[CH:26]=[CH2:27].C1C=CC(P(C2C=CC=CC=2)CCCP(C2C=CC=CC=2)C2C=CC=CC=2)=CC=1.CCN(C(C)C)C(C)C, predict the reaction product. The product is: [CH3:30][O:29][C:25](=[O:28])[CH:26]=[CH:27][C:5]1[CH:6]=[CH:7][C:2]([F:1])=[CH:3][C:4]=1[S:16]([N:19]1[CH2:24][CH2:23][O:22][CH2:21][CH2:20]1)(=[O:18])=[O:17]. (7) Given the reactants [CH3:1][O:2][C:3]1[CH:8]=[C:7]([CH3:9])[C:6]([S:10]([N:13]([CH2:15][C:16]2[O:20][C:19]([C:21](OC)=[O:22])=[N:18][N:17]=2)[CH3:14])(=[O:12])=[O:11])=[C:5]([CH3:25])[CH:4]=1.[CH3:26][O:27][CH:28]1[CH2:31][N:30]([CH2:32][C:33]2[CH:38]=[CH:37][C:36]([CH2:39][NH:40][CH3:41])=[CH:35][CH:34]=2)[CH2:29]1.C[Al](C)C, predict the reaction product. The product is: [CH3:26][O:27][CH:28]1[CH2:31][N:30]([CH2:32][C:33]2[CH:38]=[CH:37][C:36]([CH2:39][N:40]([CH3:41])[C:21]([C:19]3[O:20][C:16]([CH2:15][N:13]([S:10]([C:6]4[C:7]([CH3:9])=[CH:8][C:3]([O:2][CH3:1])=[CH:4][C:5]=4[CH3:25])(=[O:12])=[O:11])[CH3:14])=[N:17][N:18]=3)=[O:22])=[CH:35][CH:34]=2)[CH2:29]1.